From a dataset of Reaction yield outcomes from USPTO patents with 853,638 reactions. Predict the reaction yield, written as a fraction of the theoretical maximum amount of product (1.0 means a 100% yield; for example, 0.34 means a 34% yield). The catalyst is CO. The reactants are [NH2:1][C:2]1[N:7]=[CH:6][N:5]=[C:4]2[N:8]([C@@H:25]3[CH2:30][CH2:29][CH2:28][N:27]([C:31](=[O:35])[CH2:32][C:33]#[N:34])[CH2:26]3)[N:9]=[C:10]([C:11]3[CH:16]=[CH:15][C:14]([O:17][C:18]4[CH:23]=[CH:22][CH:21]=[C:20]([F:24])[CH:19]=4)=[CH:13][CH:12]=3)[C:3]=12.[CH:36]1([CH:39]=O)[CH2:38][CH2:37]1.N1CCCCC1.ClCCl. The product is [NH2:1][C:2]1[N:7]=[CH:6][N:5]=[C:4]2[N:8]([C@@H:25]3[CH2:30][CH2:29][CH2:28][N:27]([C:31]([C:32](=[CH:39][CH:36]4[CH2:38][CH2:37]4)[C:33]#[N:34])=[O:35])[CH2:26]3)[N:9]=[C:10]([C:11]3[CH:16]=[CH:15][C:14]([O:17][C:18]4[CH:23]=[CH:22][CH:21]=[C:20]([F:24])[CH:19]=4)=[CH:13][CH:12]=3)[C:3]=12. The yield is 0.270.